Dataset: NCI-60 drug combinations with 297,098 pairs across 59 cell lines. Task: Regression. Given two drug SMILES strings and cell line genomic features, predict the synergy score measuring deviation from expected non-interaction effect. (1) Drug 1: CC1CCC2CC(C(=CC=CC=CC(CC(C(=O)C(C(C(=CC(C(=O)CC(OC(=O)C3CCCCN3C(=O)C(=O)C1(O2)O)C(C)CC4CCC(C(C4)OC)OCCO)C)C)O)OC)C)C)C)OC. Drug 2: C1=CC=C(C(=C1)C(C2=CC=C(C=C2)Cl)C(Cl)Cl)Cl. Cell line: CCRF-CEM. Synergy scores: CSS=-2.59, Synergy_ZIP=8.02, Synergy_Bliss=6.67, Synergy_Loewe=-1.40, Synergy_HSA=-1.24. (2) Drug 1: C1=CC(=C2C(=C1NCCNCCO)C(=O)C3=C(C=CC(=C3C2=O)O)O)NCCNCCO. Drug 2: C1=CC(=CC=C1CCCC(=O)O)N(CCCl)CCCl. Cell line: HCT-15. Synergy scores: CSS=57.6, Synergy_ZIP=-9.48, Synergy_Bliss=-5.80, Synergy_Loewe=-17.3, Synergy_HSA=-1.76. (3) Drug 1: C1CC(=O)NC(=O)C1N2CC3=C(C2=O)C=CC=C3N. Drug 2: CN1C(=O)N2C=NC(=C2N=N1)C(=O)N. Cell line: SF-295. Synergy scores: CSS=10.7, Synergy_ZIP=-2.01, Synergy_Bliss=2.76, Synergy_Loewe=4.55, Synergy_HSA=4.68. (4) Drug 1: C1CCC(CC1)NC(=O)N(CCCl)N=O. Drug 2: CC1=C(C(=CC=C1)Cl)NC(=O)C2=CN=C(S2)NC3=CC(=NC(=N3)C)N4CCN(CC4)CCO. Cell line: SNB-19. Synergy scores: CSS=52.5, Synergy_ZIP=0.0958, Synergy_Bliss=2.95, Synergy_Loewe=4.41, Synergy_HSA=5.31. (5) Drug 1: C1C(C(OC1N2C=NC(=NC2=O)N)CO)O. Drug 2: CC12CCC3C(C1CCC2OP(=O)(O)O)CCC4=C3C=CC(=C4)OC(=O)N(CCCl)CCCl.[Na+]. Cell line: SN12C. Synergy scores: CSS=5.65, Synergy_ZIP=-1.74, Synergy_Bliss=3.67, Synergy_Loewe=-3.03, Synergy_HSA=-1.31. (6) Drug 1: CC12CCC3C(C1CCC2=O)CC(=C)C4=CC(=O)C=CC34C. Drug 2: CCCS(=O)(=O)NC1=C(C(=C(C=C1)F)C(=O)C2=CNC3=C2C=C(C=N3)C4=CC=C(C=C4)Cl)F. Cell line: SF-295. Synergy scores: CSS=47.5, Synergy_ZIP=2.27, Synergy_Bliss=0.194, Synergy_Loewe=-4.47, Synergy_HSA=0.178. (7) Drug 1: CC12CCC3C(C1CCC2O)C(CC4=C3C=CC(=C4)O)CCCCCCCCCS(=O)CCCC(C(F)(F)F)(F)F. Drug 2: CCN(CC)CCCC(C)NC1=C2C=C(C=CC2=NC3=C1C=CC(=C3)Cl)OC. Cell line: HS 578T. Synergy scores: CSS=2.03, Synergy_ZIP=-2.44, Synergy_Bliss=-5.04, Synergy_Loewe=-4.61, Synergy_HSA=-3.75.